This data is from Experimentally validated miRNA-target interactions with 360,000+ pairs, plus equal number of negative samples. The task is: Binary Classification. Given a miRNA mature sequence and a target amino acid sequence, predict their likelihood of interaction. (1) The miRNA is hsa-miR-3910 with sequence AAAGGCAUAAAACCAAGACA. The protein sequence of the target gene is MNGDTRAAVVTSPPPTTAPHKERYFDRVDENNPEYLRERNMAPDLRQDFNMMEQKKRVSMILQSPAFCEELESMIQEQFKKGKNPTGLLALQQIADFMTASVPNVYPAAPQGGMAALNMSLGMVTPVNDLRGSDSIAYDKGEKLLRCKLAAFYRLADLFGWSQLIYNHITTRVNSEQEHFLIVPFGLLYSEVTASSLVKVNLQGDIVDRGSTNLGVNQAGFTLHSAVYAARPDAKCIVHIHTPAGAAVSAMKCGLLPISPEALSLGDVAYHDYHGILVDEEEKILIQKNLGPKSKVLILR.... Result: 0 (no interaction). (2) The miRNA is mmu-miR-7684-3p with sequence UGCUGACUGGGGCUGGCCUGUG. The protein sequence of the target gene is MAVSRKDWSALSSLARQRTLEDEEEQERERRRRHRNLSSTTDDEAPRLSQNGDRQASASERLPSVEEAEVPKPLPPASKDEDEDIQSILRTRQERRQRRQVVEAAQAPIQERLEAEEGRNSLSPVQATQKPLVSKKELEIPPRRRLSREQRGPWALEEESLVGREPEERKKGVPEKSPVLEKSSMPKKTAPEKSLVSDKTSISEKVLASEKTSLSEKIAVSEKRNSSEKKSVLEKTSVSEKSLAPGMALGSGRRLVSEKASIFEKALASEKSPTADAKPAPKRATASEQPLAQEPPASGG.... Result: 0 (no interaction).